From a dataset of Catalyst prediction with 721,799 reactions and 888 catalyst types from USPTO. Predict which catalyst facilitates the given reaction. (1) Reactant: [CH3:1][N:2]([C:11]1[CH:12]=[CH:13][CH:14]=[C:15]2[C:19]=1[NH:18][C:17]([C:20]1[S:21][C:22]([CH3:32])([CH2:25][N:26]3[CH2:31][CH2:30][NH:29][CH2:28][CH2:27]3)[CH2:23][N:24]=1)=[CH:16]2)[S:3]([C:6]1[S:7][CH:8]=[CH:9][CH:10]=1)(=[O:5])=[O:4].C(N(CC)CC)C.[CH3:40][S:41](Cl)(=[O:43])=[O:42]. Product: [CH3:1][N:2]([C:11]1[CH:12]=[CH:13][CH:14]=[C:15]2[C:19]=1[NH:18][C:17]([C:20]1[S:21][C:22]([CH3:32])([CH2:25][N:26]3[CH2:31][CH2:30][N:29]([S:41]([CH3:40])(=[O:43])=[O:42])[CH2:28][CH2:27]3)[CH2:23][N:24]=1)=[CH:16]2)[S:3]([C:6]1[S:7][CH:8]=[CH:9][CH:10]=1)(=[O:5])=[O:4]. The catalyst class is: 7. (2) Product: [Cl:1][C:2]1[CH:7]=[CH:6][CH:5]=[CH:4][C:3]=1[C:8]1[N:13]=[C:12]2[O:14][C:15]([CH3:23])([CH3:22])[CH2:16][CH:17]([C:18]([OH:20])=[O:19])[C:11]2=[CH:10][C:9]=1[C:24]1[CH:25]=[CH:26][C:27]([Cl:30])=[CH:28][CH:29]=1. The catalyst class is: 49. Reactant: [Cl:1][C:2]1[CH:7]=[CH:6][CH:5]=[CH:4][C:3]=1[C:8]1[N:13]=[C:12]2[O:14][C:15]([CH3:23])([CH3:22])[CH2:16][CH:17]([C:18]([O:20]C)=[O:19])[C:11]2=[CH:10][C:9]=1[C:24]1[CH:29]=[CH:28][C:27]([Cl:30])=[CH:26][CH:25]=1.[OH-].[K+]. (3) Reactant: [OH:1][C:2]1[CH:3]=[C:4]([CH2:8][C:9]([NH:11][C:12]2[S:13][C:14]([C:18]([OH:20])=O)=[C:15]([CH3:17])[N:16]=2)=[O:10])[CH:5]=[CH:6][CH:7]=1.CN(C(ON1N=NC2C=CC=CC1=2)=[N+](C)C)C.F[P-](F)(F)(F)(F)F.C1C=CC2N(O)N=NC=2C=1.[CH3:55][C:56]([O:59][C:60]([NH:62][CH2:63][C@H:64]([NH2:69])[C:65]([O:67][CH3:68])=[O:66])=[O:61])([CH3:58])[CH3:57].Cl.C(N(CC)CC)C. Product: [CH3:68][O:67][C:65](=[O:66])[C@@H:64]([NH:69][C:18]([C:14]1[S:13][C:12]([NH:11][C:9](=[O:10])[CH2:8][C:4]2[CH:5]=[CH:6][CH:7]=[C:2]([OH:1])[CH:3]=2)=[N:16][C:15]=1[CH3:17])=[O:20])[CH2:63][NH:62][C:60]([O:59][C:56]([CH3:55])([CH3:58])[CH3:57])=[O:61]. The catalyst class is: 3. (4) Reactant: [NH2:1][C:2]1[CH:10]=[CH:9][C:5]([C:6]([NH2:8])=[O:7])=[CH:4][C:3]=1[CH3:11].[CH3:12][O:13][C:14]1[CH:19]=[CH:18][C:17]([C:20](=O)[CH2:21][CH2:22][C:23](=O)[CH2:24][CH2:25][C:26](=[O:30])CCC)=[CH:16][CH:15]=1.[OH2:33].[C:34]1([CH3:44])C=CC(S(O)(=O)=O)=CC=1. Product: [CH2:34]([O:33][C:26](=[O:30])[CH2:25][CH2:24][C:23]1[N:1]([C:2]2[CH:10]=[CH:9][C:5]([C:6](=[O:7])[NH2:8])=[CH:4][C:3]=2[CH3:11])[C:20]([C:17]2[CH:16]=[CH:15][C:14]([O:13][CH3:12])=[CH:19][CH:18]=2)=[CH:21][CH:22]=1)[CH3:44]. The catalyst class is: 8. (5) The catalyst class is: 27. Reactant: O.[NH2:2][NH2:3].[O:4]=[C:5]([C:15]([F:18])([F:17])[F:16])[CH2:6][C:7]([C:9]1[CH:14]=[CH:13][CH:12]=[CH:11][N:10]=1)=O. Product: [OH:4][C:5]1([C:15]([F:18])([F:17])[F:16])[NH:3][N:2]=[C:7]([C:9]2[CH:14]=[CH:13][CH:12]=[CH:11][N:10]=2)[CH2:6]1. (6) Reactant: [NH:1]1[C:9]2[C:4](=[CH:5][N:6]=[CH:7][CH:8]=2)[CH:3]=[CH:2]1.N[C@H:11]1[CH2:16][CH2:15][CH2:14][CH2:13][C@@H:12]1N.P([O-])([O-])([O-])=O.[K+].[K+].[K+].IC1C=CC=CC=1. Product: [C:11]1([N:1]2[C:9]3[CH:8]=[CH:7][N:6]=[CH:5][C:4]=3[CH:3]=[CH:2]2)[CH:16]=[CH:15][CH:14]=[CH:13][CH:12]=1. The catalyst class is: 185. (7) Reactant: [OH:1][N:2]=[C:3]([C:15]1[C:19]([NH:20][CH2:21][CH2:22][O:23][CH3:24])=[N:18][O:17][N:16]=1)[NH:4][C:5]1[CH:10]=[CH:9][CH:8]=[C:7]([C:11]([F:14])([F:13])[F:12])[CH:6]=1.[C:25](N1C=CN=C1)(N1C=CN=C1)=[O:26]. Product: [CH3:24][O:23][CH2:22][CH2:21][NH:20][C:19]1[C:15]([C:3]2[N:4]([C:5]3[CH:10]=[CH:9][CH:8]=[C:7]([C:11]([F:13])([F:14])[F:12])[CH:6]=3)[C:25](=[O:26])[O:1][N:2]=2)=[N:16][O:17][N:18]=1. The catalyst class is: 13.